Dataset: Forward reaction prediction with 1.9M reactions from USPTO patents (1976-2016). Task: Predict the product of the given reaction. (1) Given the reactants Br[C:2]1[CH:3]=[CH:4][C:5]([F:28])=[C:6]([CH:8]2[N:12]([C:13]3[CH:18]=[CH:17][C:16]([F:19])=[CH:15][C:14]=3[F:20])[N:11]=[C:10]([C:21]([F:27])([F:26])[C:22]([F:25])([F:24])[F:23])[CH2:9]2)[CH:7]=1.[CH3:29][S:30][C:31]1[CH:32]=[C:33](B(O)O)[CH:34]=[CH:35][CH:36]=1.C(=O)([O-])[O-].[Na+].[Na+].CCCC, predict the reaction product. The product is: [F:20][C:14]1[CH:15]=[C:16]([F:19])[CH:17]=[CH:18][C:13]=1[N:12]1[CH:8]([C:6]2[CH:7]=[C:2]([C:35]3[CH:34]=[CH:33][CH:32]=[C:31]([S:30][CH3:29])[CH:36]=3)[CH:3]=[CH:4][C:5]=2[F:28])[CH2:9][C:10]([C:21]([F:27])([F:26])[C:22]([F:25])([F:23])[F:24])=[N:11]1. (2) The product is: [NH2:4][C:5]1[CH:6]=[C:7]([NH:11][C:12]([C:14]2[CH:19]=[CH:18][C:17]([NH:20][C:21](=[O:27])[O:22][C:23]([CH3:25])([CH3:24])[CH3:26])=[CH:16][CH:15]=2)=[O:13])[CH:8]=[CH:9][CH:10]=1. Given the reactants O=C(C1C=CC=CC=1)C=[N:4][C:5]1[CH:6]=[C:7]([NH:11][C:12]([C:14]2[CH:19]=[CH:18][C:17]([NH:20][C:21](=[O:27])[O:22][C:23]([CH3:26])([CH3:25])[CH3:24])=[CH:16][CH:15]=2)=[O:13])[CH:8]=[CH:9][CH:10]=1, predict the reaction product. (3) Given the reactants Cl[C:2]1[CH2:6][C@H:5]([CH:7]2[CH2:11][CH2:10][CH2:9][CH2:8]2)[N:4]([C:12]2[CH:19]=[CH:18][C:15]([C:16]#[N:17])=[C:14]([CH3:20])[N:13]=2)[N:3]=1.[F:21][C:22]1[CH:23]=[C:24](B(O)O)[CH:25]=[CH:26][C:27]=1[OH:28], predict the reaction product. The product is: [CH:7]1([C@@H:5]2[N:4]([C:12]3[CH:19]=[CH:18][C:15]([C:16]#[N:17])=[C:14]([CH3:20])[N:13]=3)[N:3]=[C:2]([C:24]3[CH:25]=[CH:26][C:27]([OH:28])=[C:22]([F:21])[CH:23]=3)[CH2:6]2)[CH2:11][CH2:10][CH2:9][CH2:8]1.